This data is from Catalyst prediction with 721,799 reactions and 888 catalyst types from USPTO. The task is: Predict which catalyst facilitates the given reaction. (1) Reactant: [NH:1]1[CH:5]=[C:4]([C:6]2[C:7]([NH2:12])=[N:8][CH:9]=[CH:10][CH:11]=2)[CH:3]=[N:2]1.[H-].[Na+].Cl[CH2:16][C:17]1[CH:18]=[CH:19][C:20]([O:23][C:24]2[CH:29]=[CH:28][CH:27]=[CH:26][CH:25]=2)=[N:21][CH:22]=1. Product: [O:23]([C:20]1[N:21]=[CH:22][C:17]([CH2:16][N:1]2[CH:5]=[C:4]([C:6]3[C:7]([NH2:12])=[N:8][CH:9]=[CH:10][CH:11]=3)[CH:3]=[N:2]2)=[CH:18][CH:19]=1)[C:24]1[CH:25]=[CH:26][CH:27]=[CH:28][CH:29]=1. The catalyst class is: 9. (2) Reactant: [C:1]([C:7]1[CH:12]=[CH:11][CH:10]=[CH:9][CH:8]=1)#[C:2][CH2:3][CH2:4][CH2:5][CH3:6].[N+:13]([CH:16](C(OC)=O)[C:17]([O:19][CH3:20])=[O:18])([O-])=[O:14].F[P-](F)(F)(F)(F)F.C([N+]1C=CN(C)C=1)CCC. Product: [CH2:3]([C:2]1[C:16]([C:17]([O:19][CH3:20])=[O:18])=[N:13][O:14][C:1]=1[C:7]1[CH:8]=[CH:9][CH:10]=[CH:11][CH:12]=1)[CH2:4][CH2:5][CH3:6]. The catalyst class is: 11. (3) Reactant: [H-].[H-].[H-].[H-].[Li+].[Al+3].[C:7]1([CH:13]2[CH2:18][CH2:17][N:16]([C:19]([CH:21]3[CH2:27][CH2:26][C:25]4[CH:28]=[CH:29][CH:30]=[CH:31][C:24]=4[C:23](=[O:32])[CH2:22]3)=O)[CH2:15][CH2:14]2)[CH:12]=[CH:11][CH:10]=[CH:9][CH:8]=1. Product: [C:7]1([CH:13]2[CH2:14][CH2:15][N:16]([CH2:19][C@@H:21]3[CH2:27][CH2:26][C:25]4[CH:28]=[CH:29][CH:30]=[CH:31][C:24]=4[C@H:23]([OH:32])[CH2:22]3)[CH2:17][CH2:18]2)[CH:8]=[CH:9][CH:10]=[CH:11][CH:12]=1. The catalyst class is: 28. (4) Reactant: C(=O)([O-])[O-].[Cs+].[Cs+].Cl[C:8]([F:18])([F:17])C(C1C=CC=CC=1)=O.[OH:19][C:20]1[CH:21]=[CH:22][C:23]([C:26]([O:28][CH3:29])=[O:27])=[N:24][CH:25]=1.[Cl-].[NH4+]. Product: [F:17][CH:8]([F:18])[O:19][C:20]1[CH:21]=[CH:22][C:23]([C:26]([O:28][CH3:29])=[O:27])=[N:24][CH:25]=1. The catalyst class is: 39. (5) Reactant: C(OP(CC1C=CN=CC=1)(=O)OCC)C.[H-].[Na+].C(OC(N1CCC(CC(=O)C)CC1)=O)(C)(C)C.C(OC(N1CCC(CC(=O)/C=C/C2C=CN=CC=2)CC1)=O)(C)(C)C.[C:59]([O:63][C:64]([N:66]1[CH2:71][CH2:70][CH:69]([CH2:72][C:73]([CH3:81])=[CH:74][C:75]2[CH:80]=[CH:79][N:78]=[CH:77][CH:76]=2)[CH2:68][CH2:67]1)=[O:65])([CH3:62])([CH3:61])[CH3:60]. Product: [C:59]([O:63][C:64]([N:66]1[CH2:71][CH2:70][CH:69]([CH2:72][CH:73]([CH3:81])[CH2:74][C:75]2[CH:80]=[CH:79][N:78]=[CH:77][CH:76]=2)[CH2:68][CH2:67]1)=[O:65])([CH3:62])([CH3:60])[CH3:61]. The catalyst class is: 20.